This data is from Catalyst prediction with 721,799 reactions and 888 catalyst types from USPTO. The task is: Predict which catalyst facilitates the given reaction. (1) Reactant: [CH2:1]([C:5]1[NH:9][N:8]=[C:7]([CH2:10][NH:11][C:12]([O:14][C:15]([CH3:18])([CH3:17])[CH3:16])=[O:13])[N:6]=1)[CH2:2][CH2:3]C.N=C(CC)C(OCC)=O. Product: [CH2:1]([C:5]1[NH:9][N:8]=[C:7]([CH2:10][NH:11][C:12]([O:14][C:15]([CH3:16])([CH3:18])[CH3:17])=[O:13])[N:6]=1)[CH2:2][CH3:3]. The catalyst class is: 5. (2) Reactant: [CH3:1][O:2][C:3]1[CH:10]=[CH:9][C:6]([CH2:7][OH:8])=[CH:5][CH:4]=1.[C:11]([N:14]1[C:23]2[C:18](=[CH:19][C:20]([C:24](O)=[O:25])=[CH:21][CH:22]=2)[C:17]([C:28]2[CH:33]=[CH:32][CH:31]=[CH:30][CH:29]=2)([CH3:27])[CH2:16][C:15]1([CH3:35])[CH3:34])(=[O:13])[CH3:12].CN(C(ON1N=NC2C=CC=NC1=2)=[N+](C)C)C.F[P-](F)(F)(F)(F)F.C(N(CC)C(C)C)(C)C. Product: [C:11]([N:14]1[C:23]2[C:18](=[CH:19][C:20]([C:24]([O:8][CH2:7][C:6]3[CH:9]=[CH:10][C:3]([O:2][CH3:1])=[CH:4][CH:5]=3)=[O:25])=[CH:21][CH:22]=2)[C:17]([C:28]2[CH:33]=[CH:32][CH:31]=[CH:30][CH:29]=2)([CH3:27])[CH2:16][C:15]1([CH3:35])[CH3:34])(=[O:13])[CH3:12]. The catalyst class is: 4. (3) Reactant: C(OC([NH:11][C@@H:12]([CH2:17][C:18]1[CH:23]=[CH:22][C:21]([O:24][CH2:25][CH2:26][NH:27][C:28](=[O:41])[C:29]2[CH:34]=[CH:33][C:32]([C:35]3[CH:40]=[CH:39][CH:38]=[CH:37][N:36]=3)=[CH:31][CH:30]=2)=[CH:20][CH:19]=1)[C:13]([O:15][CH3:16])=[O:14])=O)C1C=CC=CC=1. Product: [NH2:11][C@@H:12]([CH2:17][C:18]1[CH:19]=[CH:20][C:21]([O:24][CH2:25][CH2:26][NH:27][C:28](=[O:41])[C:29]2[CH:30]=[CH:31][C:32]([C:35]3[CH:40]=[CH:39][CH:38]=[CH:37][N:36]=3)=[CH:33][CH:34]=2)=[CH:22][CH:23]=1)[C:13]([O:15][CH3:16])=[O:14]. The catalyst class is: 45.